From a dataset of Serine/threonine kinase 33 screen with 319,792 compounds. Binary Classification. Given a drug SMILES string, predict its activity (active/inactive) in a high-throughput screening assay against a specified biological target. (1) The drug is S(=O)(=O)(N1CCC(CC1)C)N1CCC(CC1)C(=O)NCCc1ccccc1. The result is 0 (inactive). (2) The drug is o1nc2CCCCc2c1C(=O)Nc1c(c(ccc1)C)C. The result is 0 (inactive). (3) The molecule is O1C(CCC1)C(=O)Nc1ccc(C(=O)NCC2Oc3c(OC2)cccc3)cc1. The result is 0 (inactive). (4) The compound is O1c2c(N(C(=O)C1)CC(OCC)=O)cc(C(C)(C)C)cc2. The result is 0 (inactive). (5) The compound is S1c2c(N(C(=O)N3CCC(NC(=O)c4cc(OC)cc(OC)c4)CC3)c3c1cccc3)cccc2. The result is 0 (inactive). (6) The molecule is Ic1c2OCCC(NC(=O)C(NC(=O)C(NC(=O)c2cc([N+]([O-])=O)c1)C)CCCCN)C(=O)N. The result is 0 (inactive). (7) The compound is Brc1cc(c(O)cc1)C(OCC(=O)c1ccc(F)cc1)=O. The result is 0 (inactive). (8) The drug is s1c(C(=O)Nc2c(c3nc4c([nH]c3=O)cccc4)cccc2)ccc1. The result is 1 (active). (9) The drug is o1c(/C=C\C(=N\NC(OC)=O)C)ccc1. The result is 0 (inactive).